Dataset: Reaction yield outcomes from USPTO patents with 853,638 reactions. Task: Predict the reaction yield, written as a fraction of the theoretical maximum amount of product (1.0 means a 100% yield; for example, 0.34 means a 34% yield). (1) The reactants are [CH:1]1([C:7]2[CH:12]=[CH:11][N:10]=[C:9]([C:13]3[C:17]4[C:18]([NH:22][CH:23]([CH3:25])[CH3:24])=[N:19][CH:20]=[CH:21][C:16]=4[NH:15][N:14]=3)[CH:8]=2)[CH2:6][CH2:5]C[CH2:3][CH2:2]1.ClC1C=C[N:30]=[C:29](C2C3C(NC(C)C)=NC=CC=3N(CC3C=CC(OC)=CC=3)N=2)C=1.CN1CC=C(B2OC(C)(C)C(C)(C)O2)CC1. No catalyst specified. The product is [CH:23]([NH:22][C:18]1[C:17]2[C:13]([C:9]3[CH:8]=[C:7]([CH:1]4[CH2:2][CH2:3][N:30]([CH3:29])[CH2:5][CH2:6]4)[CH:12]=[CH:11][N:10]=3)=[N:14][NH:15][C:16]=2[CH:21]=[CH:20][N:19]=1)([CH3:25])[CH3:24]. The yield is 0.0670. (2) The product is [CH3:29][CH:27]([CH3:28])[CH2:26][C@@H:6]([C:7](=[O:8])[NH:9][CH:10]([C:11](=[O:13])[N:45]([CH3:44])[CH2:46][CH2:47][C:31]1[CH:30]=[CH:39][CH:38]=[CH:37][N:42]=1)[C:14]1[CH:15]=[CH:16][C:17]([C:20]2[CH:25]=[CH:24][CH:23]=[CH:22][CH:21]=2)=[CH:18][CH:19]=1)[CH2:5][C:3]([O:2][CH3:1])=[O:4]. The catalyst is ClCCl. The yield is 0.890. The reactants are [CH3:1][O:2][C:3]([CH2:5][C@@H:6]([CH2:26][CH:27]([CH3:29])[CH3:28])[C:7]([NH:9][CH:10]([C:14]1[CH:19]=[CH:18][C:17]([C:20]2[CH:25]=[CH:24][CH:23]=[CH:22][CH:21]=2)=[CH:16][CH:15]=1)[C:11]([OH:13])=O)=[O:8])=[O:4].[CH2:30](Cl)[CH2:31]Cl.C1C=C[C:37]2[N:42](O)N=N[C:38]=2[CH:39]=1.[CH3:44][N:45]1CCO[CH2:47][CH2:46]1. (3) The reactants are [C:1]([C:3]1[CH:4]=[C:5](B(O)O)[CH:6]=[CH:7][CH:8]=1)#[N:2].I[C:13]1[C:21]2[C:16](=[N:17][CH:18]=[N:19][C:20]=2[NH2:22])[N:15]([CH:23]([CH3:25])[CH3:24])[N:14]=1.C([O-])([O-])=O.[Na+].[Na+]. The catalyst is CCO.COCCOC.C1C=CC([P]([Pd]([P](C2C=CC=CC=2)(C2C=CC=CC=2)C2C=CC=CC=2)([P](C2C=CC=CC=2)(C2C=CC=CC=2)C2C=CC=CC=2)[P](C2C=CC=CC=2)(C2C=CC=CC=2)C2C=CC=CC=2)(C2C=CC=CC=2)C2C=CC=CC=2)=CC=1. The product is [NH2:22][C:20]1[N:19]=[CH:18][N:17]=[C:16]2[N:15]([CH:23]([CH3:25])[CH3:24])[N:14]=[C:13]([C:7]3[CH:8]=[C:3]([CH:4]=[CH:5][CH:6]=3)[C:1]#[N:2])[C:21]=12. The yield is 0.410. (4) The reactants are [Br:1][C:2]1[CH:3]=[C:4]2[C:8](=[CH:9][CH:10]=1)[NH:7][CH:6]=[CH:5]2.[C:11]1([CH3:21])[CH:16]=[CH:15][C:14]([S:17](Cl)(=[O:19])=[O:18])=[CH:13][CH:12]=1.[OH-].[K+]. The catalyst is S([O-])(O)(=O)=O.C([N+](CCCC)(CCCC)CCCC)CCC.C1(C)C=CC=CC=1. The product is [Br:1][C:2]1[CH:3]=[C:4]2[C:8](=[CH:9][CH:10]=1)[N:7]([S:17]([C:14]1[CH:15]=[CH:16][C:11]([CH3:21])=[CH:12][CH:13]=1)(=[O:19])=[O:18])[CH:6]=[CH:5]2. The yield is 0.990. (5) The reactants are [C:1]([C:5]1[CH:10]=[CH:9][C:8]([C:11]#[CH:12])=[CH:7][CH:6]=1)([CH3:4])([CH3:3])[CH3:2].[B]1OC2C(=CC=CC=2)O1.[OH-].[Na+].[I:24]I. The catalyst is C1COCC1. The product is [C:1]([C:5]1[CH:6]=[CH:7][C:8](/[CH:11]=[CH:12]/[I:24])=[CH:9][CH:10]=1)([CH3:4])([CH3:3])[CH3:2]. The yield is 0.620. (6) The reactants are [C:1]([O:5][C:6]([NH:8][C@@H:9]([CH2:13][CH:14]=[CH2:15])[C:10]([OH:12])=O)=[O:7])([CH3:4])([CH3:3])[CH3:2].[CH3:16][O:17][C:18](=[O:32])[C@@H:19]([NH2:31])[CH2:20][C:21]1[CH:30]=[CH:29][C:28]2[C:23](=[CH:24][CH:25]=[CH:26][CH:27]=2)[CH:22]=1.ON1C2C=CC=CC=2N=N1.CN1CCOCC1.CN(C)CCCN=C=NCC. The catalyst is CN(C=O)C. The product is [CH3:16][O:17][C:18](=[O:32])[C@@H:19]([NH:31][C:10](=[O:12])[C@@H:9]([NH:8][C:6]([O:5][C:1]([CH3:2])([CH3:3])[CH3:4])=[O:7])[CH2:13][CH:14]=[CH2:15])[CH2:20][C:21]1[CH:30]=[CH:29][C:28]2[C:23](=[CH:24][CH:25]=[CH:26][CH:27]=2)[CH:22]=1. The yield is 0.840. (7) The reactants are Cl[CH2:2][CH2:3][CH2:4][O:5][C:6]1[CH:7]=[C:8]2[CH:14]=[C:13]([C:15]([N:17]3[CH2:22][CH2:21][C:20]([F:24])([F:23])[CH2:19][CH2:18]3)=[O:16])[NH:12][C:9]2=[N:10][CH:11]=1.Cl.[CH3:26][C@@H:27]1[CH2:31][CH2:30][CH2:29][NH:28]1.C(=O)([O-])[O-].[K+].[K+]. The catalyst is C(#N)C. The product is [F:23][C:20]1([F:24])[CH2:21][CH2:22][N:17]([C:15]([C:13]2[NH:12][C:9]3=[N:10][CH:11]=[C:6]([O:5][CH2:4][CH2:3][CH2:2][N:28]4[CH2:29][CH2:30][CH2:31][C@H:27]4[CH3:26])[CH:7]=[C:8]3[CH:14]=2)=[O:16])[CH2:18][CH2:19]1. The yield is 0.530.